This data is from Full USPTO retrosynthesis dataset with 1.9M reactions from patents (1976-2016). The task is: Predict the reactants needed to synthesize the given product. (1) The reactants are: [OH:1][CH:2]1[CH:7]([C:8]2[CH:13]=[CH:12][C:11]([O:14][CH2:15][CH2:16][CH2:17][O:18][CH2:19][C:20]3[CH:25]=[CH:24][CH:23]=[CH:22][C:21]=3[O:26][CH3:27])=[CH:10][CH:9]=2)[CH2:6][CH2:5][N:4]([C:28]([O:30][C:31]([CH3:34])([CH3:33])[CH3:32])=[O:29])[CH2:3]1.Cl[CH2:36][C:37]1[CH:46]=[C:45]([O:47][CH3:48])[C:44]2[C:39](=[CH:40][CH:41]=[CH:42][CH:43]=2)[C:38]=1[O:49][CH3:50]. Given the product [CH3:50][O:49][C:38]1[C:39]2[C:44](=[CH:43][CH:42]=[CH:41][CH:40]=2)[C:45]([O:47][CH3:48])=[CH:46][C:37]=1[CH2:36][O:1][CH:2]1[CH:7]([C:8]2[CH:13]=[CH:12][C:11]([O:14][CH2:15][CH2:16][CH2:17][O:18][CH2:19][C:20]3[CH:25]=[CH:24][CH:23]=[CH:22][C:21]=3[O:26][CH3:27])=[CH:10][CH:9]=2)[CH2:6][CH2:5][N:4]([C:28]([O:30][C:31]([CH3:34])([CH3:33])[CH3:32])=[O:29])[CH2:3]1, predict the reactants needed to synthesize it. (2) Given the product [CH2:1]([O:3][C:4]([C@@H:6]1[CH2:11][C@H:10]([C:12]2[CH:17]=[CH:16][C:15]([O:18][CH3:19])=[CH:14][CH:13]=2)[C@@H:9]([OH:29])[CH2:8][N:7]1[C:20]1[CH:21]=[CH:22][C:23]([O:26][CH3:27])=[CH:24][CH:25]=1)=[O:5])[CH3:2], predict the reactants needed to synthesize it. The reactants are: [CH2:1]([O:3][C:4]([C@@H:6]1[CH2:11][C:10]([C:12]2[CH:17]=[CH:16][C:15]([O:18][CH3:19])=[CH:14][CH:13]=2)=[CH:9][CH2:8][N:7]1[C:20]1[CH:25]=[CH:24][C:23]([O:26][CH3:27])=[CH:22][CH:21]=1)=[O:5])[CH3:2].B.[O:29]1CCCC1. (3) Given the product [I:1][CH2:4][CH:5]([C:7]1[CH:8]=[C:9]([NH:13][S:14]([C:17]2[CH:22]=[CH:21][CH:20]=[CH:19][CH:18]=2)(=[O:16])=[O:15])[CH:10]=[CH:11][CH:12]=1)[OH:6], predict the reactants needed to synthesize it. The reactants are: [I-:1].[Na+].Cl[CH2:4][CH:5]([C:7]1[CH:8]=[C:9]([NH:13][S:14]([C:17]2[CH:22]=[CH:21][CH:20]=[CH:19][CH:18]=2)(=[O:16])=[O:15])[CH:10]=[CH:11][CH:12]=1)[OH:6].